This data is from Forward reaction prediction with 1.9M reactions from USPTO patents (1976-2016). The task is: Predict the product of the given reaction. Given the reactants [OH:1][C:2]1[C:3](=[O:16])[N:4]([CH3:15])[C:5]2[C:10]([C:11]=1[C:12](Cl)=[O:13])=[CH:9][CH:8]=[CH:7][CH:6]=2.[F:17][C:18]([F:30])([F:29])[C:19]1[CH:27]=[C:26]2[C:22]([CH2:23][CH2:24][C@H:25]2[NH2:28])=[CH:21][CH:20]=1.Cl.FC(F)(F)C1C=C2C(CC[C@H]2N)=CC=1, predict the reaction product. The product is: [OH:1][C:2]1[C:3](=[O:16])[N:4]([CH3:15])[C:5]2[C:10]([C:11]=1[C:12]([NH:28][C@H:25]1[C:26]3[C:22](=[CH:21][CH:20]=[C:19]([C:18]([F:17])([F:29])[F:30])[CH:27]=3)[CH2:23][CH2:24]1)=[O:13])=[CH:9][CH:8]=[CH:7][CH:6]=2.